The task is: Predict the reactants needed to synthesize the given product.. This data is from Full USPTO retrosynthesis dataset with 1.9M reactions from patents (1976-2016). (1) Given the product [C:1]([C:5]1[CH:10]=[CH:9][CH:8]=[CH:7][C:6]=1[O:11][CH2:12][C:13]#[C:14][Cl:15])([CH3:4])([CH3:3])[CH3:2], predict the reactants needed to synthesize it. The reactants are: [C:1]([C:5]1[CH:10]=[CH:9][CH:8]=[CH:7][C:6]=1[O:11][CH2:12][C:13]#[CH:14])([CH3:4])([CH3:3])[CH3:2].[Cl:15]N1C(=O)CCC1=O. (2) Given the product [Br:53][C@@H:11]1[CH2:12][N:8]([C:6]([O:5][C:1]([CH3:4])([CH3:3])[CH3:2])=[O:7])[C@H:9]([CH2:14][O:15][Si:16]([C:29]([CH3:32])([CH3:31])[CH3:30])([C:23]2[CH:28]=[CH:27][CH:26]=[CH:25][CH:24]=2)[C:17]2[CH:22]=[CH:21][CH:20]=[CH:19][CH:18]=2)[CH2:10]1, predict the reactants needed to synthesize it. The reactants are: [C:1]([O:5][C:6]([N:8]1[CH2:12][C@H:11](O)[CH2:10][C@H:9]1[CH2:14][O:15][Si:16]([C:29]([CH3:32])([CH3:31])[CH3:30])([C:23]1[CH:28]=[CH:27][CH:26]=[CH:25][CH:24]=1)[C:17]1[CH:22]=[CH:21][CH:20]=[CH:19][CH:18]=1)=[O:7])([CH3:4])([CH3:3])[CH3:2].C1C=CC(P(C2C=CC=CC=2)C2C=CC=CC=2)=CC=1.C(Br)(Br)(Br)[Br:53].CCCCCC.